From a dataset of Full USPTO retrosynthesis dataset with 1.9M reactions from patents (1976-2016). Predict the reactants needed to synthesize the given product. (1) Given the product [CH3:24][N:2]([CH3:1])[C:3]1[CH:8]=[CH:7][C:6]([OH:9])=[C:5]([CH2:10][NH:11][CH2:12][CH2:13][C:14]2[CH:19]=[CH:18][C:17]([N+:20]([O-:22])=[O:21])=[CH:16][CH:15]=2)[CH:4]=1, predict the reactants needed to synthesize it. The reactants are: [CH3:1][N:2]([CH3:24])[C:3]1[CH:8]=[CH:7][C:6]([OH:9])=[C:5]([CH2:10][N:11](C)[CH2:12][CH2:13][C:14]2[CH:19]=[CH:18][C:17]([N+:20]([O-:22])=[O:21])=[CH:16][CH:15]=2)[CH:4]=1.[N+](C1C=CC(CCN)=CC=1)([O-])=O. (2) Given the product [N:51]1([CH2:55][CH:56]2[CH2:61][CH2:60][N:59]([C:8]([NH:9][C:19]3[CH:24]=[C:23]([O:25][C:26]4[CH:27]=[CH:28][C:29]([NH:32][C:33]([C:35]5([C:38]([NH:39][C:40]6[CH:45]=[CH:44][C:43]([F:46])=[CH:42][CH:41]=6)=[O:47])[CH2:37][CH2:36]5)=[O:34])=[CH:30][CH:31]=4)[CH:22]=[CH:21][N:20]=3)=[O:48])[CH2:58][CH2:57]2)[CH2:54][CH2:53][CH2:52]1, predict the reactants needed to synthesize it. The reactants are: C1(O[C:8](=[O:48])[N:9]([C:19]2[CH:24]=[C:23]([O:25][C:26]3[CH:31]=[CH:30][C:29]([NH:32][C:33]([C:35]4([C:38](=[O:47])[NH:39][C:40]5[CH:45]=[CH:44][C:43]([F:46])=[CH:42][CH:41]=5)[CH2:37][CH2:36]4)=[O:34])=[CH:28][CH:27]=3)[CH:22]=[CH:21][N:20]=2)C(OC2C=CC=CC=2)=O)C=CC=CC=1.Cl.Cl.[N:51]1([CH2:55][CH:56]2[CH2:61][CH2:60][NH:59][CH2:58][CH2:57]2)[CH2:54][CH2:53][CH2:52]1.C(N(CC)CC)C.O. (3) Given the product [Br:28][C:29]1[CH:30]=[N:31][C:32]([NH:6][C:5]2[CH:7]=[CH:8][C:9]([N:10]3[CH2:15][CH2:14][CH:13]([N:16]4[CH2:17][CH2:18][N:19]([CH3:22])[CH2:20][CH2:21]4)[CH2:12][CH2:11]3)=[C:3]([O:2][CH3:1])[CH:4]=2)=[N:33][CH:34]=1, predict the reactants needed to synthesize it. The reactants are: [CH3:1][O:2][C:3]1[CH:4]=[C:5]([CH:7]=[CH:8][C:9]=1[N:10]1[CH2:15][CH2:14][CH:13]([N:16]2[CH2:21][CH2:20][N:19]([CH3:22])[CH2:18][CH2:17]2)[CH2:12][CH2:11]1)[NH2:6].CS(O)(=O)=O.[Br:28][C:29]1[CH:30]=[N:31][C:32](Cl)=[N:33][CH:34]=1.C(=O)([O-])O.[Na+]. (4) Given the product [CH2:1]([O:3][P:4]([CH2:9][CH2:10][CH2:11][N:12]1[C:21]2[C:16](=[N:17][CH:18]=[C:19]([CH2:22][C:23]3[CH:24]=[CH:25][C:26]([F:29])=[CH:27][CH:28]=3)[CH:20]=2)[C:15]([OH:30])=[C:14]([C:31]([NH:37][CH2:38][CH2:39][OH:40])=[O:32])[C:13]1=[O:36])(=[O:5])[O:6][CH2:7][CH3:8])[CH3:2], predict the reactants needed to synthesize it. The reactants are: [CH2:1]([O:3][P:4]([CH2:9][CH2:10][CH2:11][N:12]1[C:21]2[C:16](=[N:17][CH:18]=[C:19]([CH2:22][C:23]3[CH:28]=[CH:27][C:26]([F:29])=[CH:25][CH:24]=3)[CH:20]=2)[C:15]([OH:30])=[C:14]([C:31](OCC)=[O:32])[C:13]1=[O:36])([O:6][CH2:7][CH3:8])=[O:5])[CH3:2].[NH2:37][CH2:38][CH2:39][OH:40]. (5) The reactants are: [C:1]([C:5]1[CH:10]=[CH:9][C:8]([C:11]2[C:19]3[C:14](=[CH:15][CH:16]=[C:17]([CH:20]=[O:21])[CH:18]=3)[N:13]([CH2:22][C:23]3[CH:28]=[CH:27][CH:26]=[C:25]([O:29][CH3:30])[CH:24]=3)[C:12]=2[C:31]([O:33][CH2:34][CH3:35])=[O:32])=[CH:7][CH:6]=1)([CH3:4])([CH3:3])[CH3:2].[BH4-].[Na+].O. Given the product [C:1]([C:5]1[CH:6]=[CH:7][C:8]([C:11]2[C:19]3[C:14](=[CH:15][CH:16]=[C:17]([CH2:20][OH:21])[CH:18]=3)[N:13]([CH2:22][C:23]3[CH:28]=[CH:27][CH:26]=[C:25]([O:29][CH3:30])[CH:24]=3)[C:12]=2[C:31]([O:33][CH2:34][CH3:35])=[O:32])=[CH:9][CH:10]=1)([CH3:4])([CH3:2])[CH3:3], predict the reactants needed to synthesize it. (6) Given the product [CH3:24][S:25]([C:28]1[CH:29]=[C:30]([NH:34][C:11]([C:10]2[CH:9]=[N:8][N:7]3[C:2]([CH3:1])=[CH:3][C:4]([C:14]4[CH:19]=[CH:18][C:17]([C:20]([F:22])([F:23])[F:21])=[CH:16][CH:15]=4)=[N:5][C:6]=23)=[O:13])[CH:31]=[CH:32][CH:33]=1)(=[O:26])=[O:27], predict the reactants needed to synthesize it. The reactants are: [CH3:1][C:2]1[N:7]2[N:8]=[CH:9][C:10]([C:11]([OH:13])=O)=[C:6]2[N:5]=[C:4]([C:14]2[CH:19]=[CH:18][C:17]([C:20]([F:23])([F:22])[F:21])=[CH:16][CH:15]=2)[CH:3]=1.[CH3:24][S:25]([C:28]1[CH:29]=[C:30]([NH2:34])[CH:31]=[CH:32][CH:33]=1)(=[O:27])=[O:26]. (7) Given the product [C:1]([O:5][C:6]([N:8]1[CH:13]2[CH2:12][CH2:11][C:10]([CH2:16][CH2:17][OH:18])([CH2:15][CH2:14]2)[O:9]1)=[O:7])([CH3:4])([CH3:3])[CH3:2], predict the reactants needed to synthesize it. The reactants are: [C:1]([O:5][C:6]([N:8]1[C@H:13]2[CH2:14][CH2:15][C@:10]([CH2:16][CH2:17][O:18]CC3C=CC=CC=3)([CH:11]=[CH:12]2)[O:9]1)=[O:7])([CH3:4])([CH3:3])[CH3:2].